Task: Predict the reaction yield, written as a fraction of the theoretical maximum amount of product (1.0 means a 100% yield; for example, 0.34 means a 34% yield).. Dataset: Reaction yield outcomes from USPTO patents with 853,638 reactions (1) The reactants are [OH:1][C:2]1[CH:10]=[C:9]2[C:5]([CH2:6][CH2:7][C@:8]2([CH2:12][C:13]([OH:15])=[O:14])[CH3:11])=[CH:4][CH:3]=1.S(=O)(=O)(O)O.[C:21](=O)(O)[O-].[Na+]. The catalyst is CO. The product is [OH:1][C:2]1[CH:10]=[C:9]2[C:5]([CH2:6][CH2:7][C@:8]2([CH2:12][C:13]([O:15][CH3:21])=[O:14])[CH3:11])=[CH:4][CH:3]=1. The yield is 0.670. (2) The reactants are [NH2:1][CH2:2][C:3]([C:6]1[NH:7][C:8]([C:21]2[CH:26]=[CH:25][N:24]=[CH:23][CH:22]=2)=[C:9]([C:11]2[CH:12]=[C:13]3[C:17](=[CH:18][CH:19]=2)[C:16](=[O:20])[CH2:15][CH2:14]3)[N:10]=1)([CH3:5])[CH3:4].[CH3:27][S:28](Cl)(=[O:30])=[O:29].C(OCC)(=O)C. The catalyst is ClCCl. The product is [CH3:4][C:3]([C:6]1[NH:10][C:9]([C:11]2[CH:12]=[C:13]3[C:17](=[CH:18][CH:19]=2)[C:16](=[O:20])[CH2:15][CH2:14]3)=[C:8]([C:21]2[CH:22]=[CH:23][N:24]=[CH:25][CH:26]=2)[N:7]=1)([CH3:5])[CH2:2][NH:1][S:28]([CH3:27])(=[O:30])=[O:29]. The yield is 0.610. (3) The reactants are Br[C:2]1[CH:7]=[CH:6][C:5]([S:8]([NH:11][CH2:12][CH:13]2[CH2:15][CH2:14]2)(=[O:10])=[O:9])=[C:4]([O:16][C:17]([F:20])([F:19])[F:18])[CH:3]=1.[C:21]([C:23]1[N:27]([CH3:28])[C:26](B(O)O)=[CH:25][CH:24]=1)#[N:22].[F-].[K+].C(P(C(C)(C)C)C(C)(C)C)(C)(C)C. The catalyst is C1C=CC(/C=C/C(/C=C/C2C=CC=CC=2)=O)=CC=1.C1C=CC(/C=C/C(/C=C/C2C=CC=CC=2)=O)=CC=1.C1C=CC(/C=C/C(/C=C/C2C=CC=CC=2)=O)=CC=1.[Pd].[Pd]. The product is [C:21]([C:23]1[N:27]([CH3:28])[C:26]([C:2]2[CH:7]=[CH:6][C:5]([S:8]([NH:11][CH2:12][CH:13]3[CH2:15][CH2:14]3)(=[O:10])=[O:9])=[C:4]([O:16][C:17]([F:20])([F:19])[F:18])[CH:3]=2)=[CH:25][CH:24]=1)#[N:22]. The yield is 0.240. (4) The reactants are C[O:2][C:3](=[O:15])[C:4]1[CH:9]=[C:8]([N+:10]([O-])=O)[C:7](F)=[CH:6][C:5]=1[Br:14].O[S:17](O)(=O)=O.[N+]([O-])(O)=O.C[O:26][C:27](=O)[C:28]1C=CC(F)=CC=1Br.[OH-].[Na+]. The catalyst is CCOC(C)=O. The product is [Br:14][C:5]1[C:4]([C:3]([OH:2])=[O:15])=[CH:9][C:8]2[NH:10][C:27](=[O:26])[CH2:28][S:17][C:7]=2[CH:6]=1. The yield is 0.430. (5) The reactants are [C:1]([O:5][C:6]([N:8]1[CH2:13][C@@H:12]2[CH2:14][C@H:9]1[C:10](=[O:15])[O:11]2)=[O:7])([CH3:4])([CH3:3])[CH3:2].Cl.[NH2:17][C:18]1([C:21]#[N:22])[CH2:20][CH2:19]1.C(C(CCCC)C([O-])=O)C.[Na+].Cl.[Cl-].[Na+]. The product is [C:21]([C:18]1([NH:17][C:10]([C@@H:9]2[CH2:14][C@H:12]([OH:11])[CH2:13][N:8]2[C:6]([O:5][C:1]([CH3:4])([CH3:3])[CH3:2])=[O:7])=[O:15])[CH2:20][CH2:19]1)#[N:22]. The yield is 0.551. The catalyst is O.C(OCC)(=O)C.